This data is from Full USPTO retrosynthesis dataset with 1.9M reactions from patents (1976-2016). The task is: Predict the reactants needed to synthesize the given product. (1) Given the product [C:10]([O:9][C:8]([NH:1][C@H:2]([CH3:7])[CH2:3][C:4]([OH:6])=[O:5])=[O:14])([CH3:13])([CH3:12])[CH3:11], predict the reactants needed to synthesize it. The reactants are: [NH2:1][C@H:2]([CH3:7])[CH2:3][C:4]([OH:6])=[O:5].[C:8](=O)([O:14]C(C)(C)C)[O:9][C:10]([CH3:13])([CH3:12])[CH3:11]. (2) Given the product [OH:14][CH2:13][C@@H:12]([N:16]1[C:17](=[O:26])[C:18]2[C:23](=[CH:22][CH:21]=[CH:20][CH:19]=2)[C:24]1=[O:25])[CH2:11][C:9]([O:8][CH2:1][C:2]1[CH:7]=[CH:6][CH:5]=[CH:4][CH:3]=1)=[O:10], predict the reactants needed to synthesize it. The reactants are: [CH2:1]([O:8][C:9]([CH2:11][C@H:12]([N:16]1[C:24](=[O:25])[C:23]2[C:18](=[CH:19][CH:20]=[CH:21][CH:22]=2)[C:17]1=[O:26])[C:13](O)=[O:14])=[O:10])[C:2]1[CH:7]=[CH:6][CH:5]=[CH:4][CH:3]=1.CN1CCOCC1.C(OC(Cl)=O)C(C)C.[BH4-].[Na+]. (3) Given the product [Cl:32][C:33]1[C:34](=[O:48])[N:35]([CH2:41][C:42]2[CH:43]=[N:44][CH:45]=[CH:46][CH:47]=2)[C:36]([CH3:40])=[CH:37][C:38]=1[O:39][CH2:52][C:51]1[CH:54]=[CH:55][C:56]([F:58])=[CH:57][C:50]=1[F:49], predict the reactants needed to synthesize it. The reactants are: C1C=CC(P(C2C=CC=CC=2)C2C=CC=CC=2)=CC=1.CCOC(/N=N/C(OCC)=O)=O.[Cl:32][C:33]1[C:34](=[O:48])[N:35]([CH2:41][C:42]2[CH:43]=[N:44][CH:45]=[CH:46][CH:47]=2)[C:36]([CH3:40])=[CH:37][C:38]=1[OH:39].[F:49][C:50]1[CH:57]=[C:56]([F:58])[CH:55]=[CH:54][C:51]=1[CH2:52]O. (4) Given the product [Cl:1][C:2]1[CH:7]=[CH:6][C:5]([CH2:8][C:9]#[N:10])=[CH:4][C:3]=1[CH:11]=[O:12], predict the reactants needed to synthesize it. The reactants are: [Cl:1][C:2]1[CH:7]=[CH:6][C:5]([CH2:8][C:9]#[N:10])=[CH:4][C:3]=1[CH2:11][OH:12].CC(OI1(OC(C)=O)(OC(C)=O)OC(=O)C2C=CC=CC1=2)=O. (5) Given the product [CH2:32]([C:2]1[CH:3]=[C:4]2[N:10]([CH:11]=1)[CH2:9][C:8]1[CH:12]=[C:13]([CH3:16])[CH:14]=[CH:15][C:7]=1[N:6]=[C:5]2[N:17]1[CH2:18][CH2:19][N:20]([CH2:23][C:24]([CH3:30])([CH3:29])[C:25]([O:27][CH3:28])=[O:26])[CH2:21][CH2:22]1)[CH3:33], predict the reactants needed to synthesize it. The reactants are: Br[C:2]1[CH:3]=[C:4]2[N:10]([CH:11]=1)[CH2:9][C:8]1[CH:12]=[C:13]([CH3:16])[CH:14]=[CH:15][C:7]=1[N:6]=[C:5]2[N:17]1[CH2:22][CH2:21][N:20]([CH2:23][C:24]([CH3:30])([CH3:29])[C:25]([O:27][CH3:28])=[O:26])[CH2:19][CH2:18]1.N1C=CC=[CH:33][CH:32]=1.C(B1OB(C=C)OB(C=C)O1)=C.P([O-])([O-])([O-])=O.[K+].[K+].[K+]. (6) Given the product [NH2:34][C@H:39]([C:38]([OH:32])=[O:37])[CH2:45][SH:46].[OH:8][C:40]([CH2:41][CH2:42][CH2:43][CH2:44][C@H:45]1[C@@H:53]2[C@@H:48]([NH:49][C:50]([NH:52]2)=[O:51])[CH2:47][S:46]1)=[O:54], predict the reactants needed to synthesize it. The reactants are: CN(C([O:8]N1N=NC2C=CC=CC1=2)=[N+](C)C)C.[B-](F)(F)(F)F.C1C=CC2N([OH:32])N=NC=2C=1.C[N:34]1[CH2:39][CH2:38][O:37]CC1.[C:40](NCCN)(=[O:54])[CH2:41][CH2:42][CH2:43][CH2:44][C@H:45]1[C@@H:53]2[C@@H:48]([NH:49][C:50]([NH:52]2)=[O:51])[CH2:47][S:46]1. (7) The reactants are: C[CH:2]([NH:6][CH2:7][C:8]([OH:10])=O)[C:3]([OH:5])=[O:4].[CH3:11]N(C)CCCN=C=NCC.Cl.[NH2:23][CH2:24][C@H:25]1[O:29][N:28]=[C:27]([C:30]2[N:35]=[CH:34][C:33]([C:36]3[CH:41]=[CH:40][C:39]([N:42]4[CH2:46][C@H:45]([CH2:47][N:48]5[CH:52]=[CH:51][N:50]=[N:49]5)[O:44][C:43]4=[O:53])=[CH:38][C:37]=3[F:54])=[CH:32][CH:31]=2)[CH2:26]1.C(N(C(C)C)CC)(C)C.CC(CC(O)=O)=O. Given the product [F:54][C:37]1[CH:38]=[C:39]([N:42]2[CH2:46][C@H:45]([CH2:47][N:48]3[CH:52]=[CH:51][N:50]=[N:49]3)[O:44][C:43]2=[O:53])[CH:40]=[CH:41][C:36]=1[C:33]1[CH:32]=[CH:31][C:30]([C:27]2[CH2:26][C@@H:25]([CH2:24][NH:23][C:8](=[O:10])[CH2:7][N:6]([CH3:11])[CH2:2][C:3]([OH:5])=[O:4])[O:29][N:28]=2)=[N:35][CH:34]=1, predict the reactants needed to synthesize it. (8) Given the product [F:12][C:6]1[CH:7]=[N:8][C:9]2[C:4]([C:5]=1[N:13]1[CH2:18][CH2:17][CH2:16][C@H:15]([NH:19][C:20](=[O:26])[O:21][C:22]([CH3:25])([CH3:24])[CH3:23])[CH2:14]1)=[CH:3][C:2]([B:32]1[O:36][C:35]([CH3:38])([CH3:37])[C:34]([CH3:40])([CH3:39])[O:33]1)=[N:11][CH:10]=2, predict the reactants needed to synthesize it. The reactants are: Cl[C:2]1[CH:3]=[C:4]2[C:9](=[CH:10][N:11]=1)[N:8]=[CH:7][C:6]([F:12])=[C:5]2[N:13]1[CH2:18][CH2:17][CH2:16][C@H:15]([NH:19][C:20](=[O:26])[O:21][C:22]([CH3:25])([CH3:24])[CH3:23])[CH2:14]1.C([O-])(=O)C.[K+].[B:32]1([B:32]2[O:36][C:35]([CH3:38])([CH3:37])[C:34]([CH3:40])([CH3:39])[O:33]2)[O:36][C:35]([CH3:38])([CH3:37])[C:34]([CH3:40])([CH3:39])[O:33]1.C1(P(C2CCCCC2)C2CCCCC2)CCCCC1.